This data is from Forward reaction prediction with 1.9M reactions from USPTO patents (1976-2016). The task is: Predict the product of the given reaction. (1) Given the reactants [C:1]([O:5][C:6]([NH:8][C@@H:9]1[CH2:16][C@H:12]2[O:13][CH2:14][CH2:15][C@@:11]2([C:17]([OH:19])=O)[CH2:10]1)=[O:7])([CH3:4])([CH3:3])[CH3:2].[C:20]([O:24][C:25]1[CH:30]=[CH:29][C:28]([C:31]([F:34])([F:33])[F:32])=[CH:27][C:26]=1[CH2:35][NH2:36])([CH3:23])([CH3:22])[CH3:21], predict the reaction product. The product is: [C:20]([O:24][C:25]1[CH:30]=[CH:29][C:28]([C:31]([F:32])([F:33])[F:34])=[CH:27][C:26]=1[CH2:35][NH:36][C:17]([C@:11]12[CH2:10][C@H:9]([NH:8][C:6](=[O:7])[O:5][C:1]([CH3:2])([CH3:3])[CH3:4])[CH2:16][C@H:12]1[O:13][CH2:14][CH2:15]2)=[O:19])([CH3:23])([CH3:21])[CH3:22]. (2) Given the reactants [CH2:1]([O:3][C:4]([C:6]1[C:7]([CH2:18]Br)=[C:8]2[C:13]([Cl:14])=[C:12]([C:15]#[N:16])[CH:11]=[N:10][N:9]2[CH:17]=1)=[O:5])[CH3:2].O.C([O-])(O)=[O:22].[Na+], predict the reaction product. The product is: [CH2:1]([O:3][C:4]([C:6]1[C:7]([CH2:18][OH:22])=[C:8]2[C:13]([Cl:14])=[C:12]([C:15]#[N:16])[CH:11]=[N:10][N:9]2[CH:17]=1)=[O:5])[CH3:2].